From a dataset of NCI-60 drug combinations with 297,098 pairs across 59 cell lines. Regression. Given two drug SMILES strings and cell line genomic features, predict the synergy score measuring deviation from expected non-interaction effect. (1) Drug 1: CCC1(CC2CC(C3=C(CCN(C2)C1)C4=CC=CC=C4N3)(C5=C(C=C6C(=C5)C78CCN9C7C(C=CC9)(C(C(C8N6C=O)(C(=O)OC)O)OC(=O)C)CC)OC)C(=O)OC)O.OS(=O)(=O)O. Drug 2: CCC(=C(C1=CC=CC=C1)C2=CC=C(C=C2)OCCN(C)C)C3=CC=CC=C3.C(C(=O)O)C(CC(=O)O)(C(=O)O)O. Cell line: HOP-62. Synergy scores: CSS=26.5, Synergy_ZIP=8.34, Synergy_Bliss=13.3, Synergy_Loewe=-24.9, Synergy_HSA=6.31. (2) Drug 1: CC1=C2C(C(=O)C3(C(CC4C(C3C(C(C2(C)C)(CC1OC(=O)C(C(C5=CC=CC=C5)NC(=O)C6=CC=CC=C6)O)O)OC(=O)C7=CC=CC=C7)(CO4)OC(=O)C)O)C)OC(=O)C. Drug 2: C1CN(P(=O)(OC1)NCCCl)CCCl. Cell line: MDA-MB-435. Synergy scores: CSS=31.0, Synergy_ZIP=-5.92, Synergy_Bliss=-13.3, Synergy_Loewe=-43.1, Synergy_HSA=-13.4. (3) Drug 1: CC1OCC2C(O1)C(C(C(O2)OC3C4COC(=O)C4C(C5=CC6=C(C=C35)OCO6)C7=CC(=C(C(=C7)OC)O)OC)O)O. Drug 2: C(CN)CNCCSP(=O)(O)O. Cell line: CCRF-CEM. Synergy scores: CSS=48.7, Synergy_ZIP=-2.73, Synergy_Bliss=-3.87, Synergy_Loewe=-11.5, Synergy_HSA=-1.45. (4) Synergy scores: CSS=33.7, Synergy_ZIP=4.23, Synergy_Bliss=5.91, Synergy_Loewe=6.04, Synergy_HSA=7.50. Drug 1: CC1=C(C=C(C=C1)NC2=NC=CC(=N2)N(C)C3=CC4=NN(C(=C4C=C3)C)C)S(=O)(=O)N.Cl. Drug 2: CC12CCC3C(C1CCC2=O)CC(=C)C4=CC(=O)C=CC34C. Cell line: NCI-H226. (5) Drug 1: CCC1=CC2CC(C3=C(CN(C2)C1)C4=CC=CC=C4N3)(C5=C(C=C6C(=C5)C78CCN9C7C(C=CC9)(C(C(C8N6C)(C(=O)OC)O)OC(=O)C)CC)OC)C(=O)OC.C(C(C(=O)O)O)(C(=O)O)O. Drug 2: CC1OCC2C(O1)C(C(C(O2)OC3C4COC(=O)C4C(C5=CC6=C(C=C35)OCO6)C7=CC(=C(C(=C7)OC)O)OC)O)O. Cell line: OVCAR3. Synergy scores: CSS=59.0, Synergy_ZIP=-5.53, Synergy_Bliss=-4.19, Synergy_Loewe=-4.29, Synergy_HSA=-1.40.